This data is from Reaction yield outcomes from USPTO patents with 853,638 reactions. The task is: Predict the reaction yield, written as a fraction of the theoretical maximum amount of product (1.0 means a 100% yield; for example, 0.34 means a 34% yield). (1) The reactants are Br[C:2]1[CH:35]=[CH:34][C:33]([Cl:36])=[CH:32][C:3]=1[CH2:4][O:5][C:6]1[CH:11]=[CH:10][C:9]([C:12]2[N:16]([CH:17]3[CH2:22][CH2:21][CH2:20][CH2:19][CH2:18]3)[C:15]3[CH:23]=[CH:24][C:25]([C:27]([O:29][CH2:30][CH3:31])=[O:28])=[CH:26][C:14]=3[N:13]=2)=[CH:8][CH:7]=1.C(=O)([O-])O.[Na+].[CH:42]([Cl:45])(Cl)Cl. The catalyst is COCCOC. The product is [Cl:45][C:42]1[CH:34]=[CH:35][C:2]([C:2]2[CH:35]=[CH:34][C:33]([Cl:36])=[CH:32][C:3]=2[CH2:4][O:5][C:6]2[CH:11]=[CH:10][C:9]([C:12]3[N:16]([CH:17]4[CH2:22][CH2:21][CH2:20][CH2:19][CH2:18]4)[C:15]4[CH:23]=[CH:24][C:25]([C:27]([O:29][CH2:30][CH3:31])=[O:28])=[CH:26][C:14]=4[N:13]=3)=[CH:8][CH:7]=2)=[CH:3][CH:4]=1. The yield is 0.850. (2) The reactants are B1C2CCCC1CCC2.[CH2:10]([O:17][C:18]([NH:20][C@:21]1([C:34]([O:36][CH3:37])=[O:35])[CH2:25][CH2:24][C@@H:23]([C:26]2[CH:31]=[CH:30][C:29]([CH:32]=[CH2:33])=[CH:28][CH:27]=2)[CH2:22]1)=[O:19])[C:11]1[CH:16]=[CH:15][CH:14]=[CH:13][CH:12]=1.B([O-])[O-:39].[OH-].[Na+].OO. The catalyst is C1COCC1. The product is [CH2:10]([O:17][C:18]([NH:20][C@:21]1([C:34]([O:36][CH3:37])=[O:35])[CH2:25][CH2:24][C@@H:23]([C:26]2[CH:27]=[CH:28][C:29]([CH2:32][CH2:33][OH:39])=[CH:30][CH:31]=2)[CH2:22]1)=[O:19])[C:11]1[CH:16]=[CH:15][CH:14]=[CH:13][CH:12]=1. The yield is 0.710.